Dataset: Forward reaction prediction with 1.9M reactions from USPTO patents (1976-2016). Task: Predict the product of the given reaction. Given the reactants [Br:1][C:2]1[C:3]([C:9]2[S:10][C:11]([CH2:14][N:15]3[CH2:20][CH2:19][CH2:18][CH2:17][CH2:16]3)=[CH:12][CH:13]=2)=[N:4][C:5](Cl)=[N:6][CH:7]=1.[NH2:21][CH2:22][CH2:23][N:24]1[CH2:28][CH2:27][NH:26][C:25]1=[O:29].C(O)(C)C, predict the reaction product. The product is: [Br:1][C:2]1[C:3]([C:9]2[S:10][C:11]([CH2:14][N:15]3[CH2:20][CH2:19][CH2:18][CH2:17][CH2:16]3)=[CH:12][CH:13]=2)=[N:4][C:5]([NH:21][CH2:22][CH2:23][N:24]2[CH2:28][CH2:27][NH:26][C:25]2=[O:29])=[N:6][CH:7]=1.